The task is: Predict which catalyst facilitates the given reaction.. This data is from Catalyst prediction with 721,799 reactions and 888 catalyst types from USPTO. The catalyst class is: 187. Reactant: [CH2:1]([O:3][C:4]1[C:9]([O:10][CH2:11][O:12][CH3:13])=[C:8](I)[CH:7]=[C:6]([CH2:15][O:16][Si:17]([CH:24]([CH3:26])[CH3:25])([CH:21]([CH3:23])[CH3:22])[CH:18]([CH3:20])[CH3:19])[N:5]=1)[CH3:2].[CH:27]1(B(O)O)[CH2:29][CH2:28]1.C1(P(C2CCCCC2)C2C=CC=CC=2C2C(OC)=CC=CC=2OC)CCCCC1.C(=O)([O-])[O-].[Na+].[Na+]. Product: [CH:27]1([C:8]2[CH:7]=[C:6]([CH2:15][O:16][Si:17]([CH:24]([CH3:26])[CH3:25])([CH:21]([CH3:23])[CH3:22])[CH:18]([CH3:20])[CH3:19])[N:5]=[C:4]([O:3][CH2:1][CH3:2])[C:9]=2[O:10][CH2:11][O:12][CH3:13])[CH2:29][CH2:28]1.